This data is from Reaction yield outcomes from USPTO patents with 853,638 reactions. The task is: Predict the reaction yield, written as a fraction of the theoretical maximum amount of product (1.0 means a 100% yield; for example, 0.34 means a 34% yield). (1) The reactants are C[O:2][C:3]([C@H:5]1[CH2:10][CH2:9][CH2:8][CH2:7][N:6]1[C:11]([O:13][C:14]([CH3:17])([CH3:16])[CH3:15])=[O:12])=O.CC(C[AlH]CC(C)C)C.CO.C(O)(=O)CC(CC(O)=O)(C(O)=O)O. The catalyst is C1(C)C=CC=CC=1. The product is [C:14]([O:13][C:11]([N:6]1[CH2:7][CH2:8][CH2:9][CH2:10][C@@H:5]1[CH:3]=[O:2])=[O:12])([CH3:17])([CH3:16])[CH3:15]. The yield is 0.640. (2) The reactants are Br[C:2]1[CH:7]=[CH:6][C:5]([OH:8])=[CH:4][C:3]=1[O:9][CH3:10].[C:11]1(O)[CH:16]=[CH:15]C=CC=1. No catalyst specified. The product is [CH:15]1([C:2]2[CH:7]=[CH:6][C:5]([OH:8])=[CH:4][C:3]=2[O:9][CH3:10])[CH2:16][CH2:11]1. The yield is 0.400. (3) The reactants are [Si]([O:8][CH2:9][C@@H:10]1[C:18]2[C:13](=[CH:14][CH:15]=[CH:16][CH:17]=2)[CH2:12][C@H:11]1[NH:19][C:20]([C:22]1[NH:26][C:25]2[C:27]([Cl:31])=[C:28]([Cl:30])[S:29][C:24]=2[CH:23]=1)=[O:21])(C(C)(C)C)(C)C.[F-].C([N+](CCCC)(CCCC)CCCC)CCC. The catalyst is C1COCC1. The product is [Cl:30][C:28]1[S:29][C:24]2[CH:23]=[C:22]([C:20]([NH:19][C@@H:11]3[CH2:12][C:13]4[C:18](=[CH:17][CH:16]=[CH:15][CH:14]=4)[C@H:10]3[CH2:9][OH:8])=[O:21])[NH:26][C:25]=2[C:27]=1[Cl:31]. The yield is 0.570. (4) The reactants are [Si:1](Cl)([C:4]([CH3:7])([CH3:6])[CH3:5])([CH3:3])[CH3:2].[OH:9][CH2:10][CH:11]1[CH2:16][CH2:15][C:14]([CH:18]=[CH2:19])([OH:17])[CH2:13][CH2:12]1.N1C=CN=C1. The catalyst is CN(C)C=O. The product is [Si:1]([O:9][CH2:10][CH:11]1[CH2:16][CH2:15][C:14]([CH:18]=[CH2:19])([OH:17])[CH2:13][CH2:12]1)([C:4]([CH3:7])([CH3:6])[CH3:5])([CH3:3])[CH3:2]. The yield is 0.290. (5) The reactants are [Br:1][CH:2]1[CH2:7][CH2:6][CH2:5][CH2:4][CH:3]1[C:8](Br)=[O:9].Cl.C(O[NH2:20])C1C=CC=CC=1.CCO[C:24](C)=[O:25]. No catalyst specified. The product is [Br:1][C:2]1[CH:7]=[CH:6][CH:5]=[CH:4][C:3]=1[CH2:8][O:9][NH:20][CH:24]=[O:25]. The yield is 0.720.